From a dataset of Full USPTO retrosynthesis dataset with 1.9M reactions from patents (1976-2016). Predict the reactants needed to synthesize the given product. (1) Given the product [C:9]1([NH:8][C:4](=[O:5])[CH:3]=[C:2]([CH3:7])[CH3:1])[CH:14]=[CH:13][CH:12]=[CH:11][CH:10]=1, predict the reactants needed to synthesize it. The reactants are: [CH3:1][C:2]([CH3:7])=[CH:3][C:4](Cl)=[O:5].[NH2:8][C:9]1[CH:14]=[CH:13][CH:12]=[CH:11][CH:10]=1.C(N(C(C)C)CC)(C)C.C(=O)(O)[O-].[Na+]. (2) The reactants are: [F:1][C:2]1[CH:7]=[C:6]([F:8])[CH:5]=[CH:4][C:3]=1[NH:9][NH:10]C(OC(C)(C)C)=O.[Cl:18][C:19]1[C:24]([C:25]([N:27]=[C:28]=[O:29])=O)=[C:23]([F:30])[C:22]([CH2:31][NH:32][C:33](=[O:38])[C:34]([CH3:37])([CH3:36])[CH3:35])=[CH:21][CH:20]=1.C(O)(C(F)(F)F)=O. Given the product [Cl:18][C:19]1[CH:20]=[CH:21][C:22]([CH2:31][NH:32][C:33](=[O:38])[C:34]([CH3:37])([CH3:36])[CH3:35])=[C:23]([F:30])[C:24]=1[C:25]1[NH:27][C:28](=[O:29])[N:9]([C:3]2[CH:4]=[CH:5][C:6]([F:8])=[CH:7][C:2]=2[F:1])[N:10]=1, predict the reactants needed to synthesize it. (3) Given the product [C:1]([O:5][C:6](=[O:29])[NH:7][C:8]1([C:19]2[CH:24]=[CH:23][CH:22]=[C:21]([C:25]([CH3:28])([CH3:27])[CH3:26])[CH:20]=2)[CH2:9][C:10]2[CH:15]=[N:16][O:14][C:11]=2[CH2:12][CH2:13]1)([CH3:4])([CH3:3])[CH3:2], predict the reactants needed to synthesize it. The reactants are: [C:1]([O:5][C:6](=[O:29])[NH:7][C:8]1([C:19]2[CH:24]=[CH:23][CH:22]=[C:21]([C:25]([CH3:28])([CH3:27])[CH3:26])[CH:20]=2)[CH2:13][CH2:12][C:11](=[O:14])[C:10](=[CH:15][N:16](C)C)[CH2:9]1)([CH3:4])([CH3:3])[CH3:2].NOS(O)(=O)=O. (4) Given the product [CH3:1][O:2][C:3]1[C:8]([CH3:9])=[C:7]([CH3:10])[C:6]([O:11][CH3:12])=[C:5]([CH3:13])[C:4]=1[CH2:14]/[CH:15]=[C:16](\[CH3:22])/[CH2:17][CH2:18][CH2:19][CH2:20][OH:30], predict the reactants needed to synthesize it. The reactants are: [CH3:1][O:2][C:3]1[C:8]([CH3:9])=[C:7]([CH3:10])[C:6]([O:11][CH3:12])=[C:5]([CH3:13])[C:4]=1[CH2:14]/[CH:15]=[C:16](\[CH3:22])/[CH2:17][CH2:18][CH2:19][C:20]#N.[BH4-].[Na+].O.CC([O:30]C)(C)C. (5) The reactants are: [CH:1]([O:4][C:5]([N:7]1[CH2:12][CH2:11][CH:10]([O:13][N:14]=[C:15]2[CH2:20][CH2:19][N:18]([C:21]3[CH:26]=[C:25]([F:27])[C:24]([NH2:28])=[CH:23][C:22]=3[F:29])[CH2:17][CH2:16]2)[CH2:9][CH2:8]1)=[O:6])([CH3:3])[CH3:2].[O-:30][C:31]#[N:32].[K+].C(O)(=O)C. Given the product [CH:1]([O:4][C:5]([N:7]1[CH2:12][CH2:11][CH:10]([O:13][N:14]=[C:15]2[CH2:20][CH2:19][N:18]([C:21]3[CH:26]=[C:25]([F:27])[C:24]([NH:28][C:31]([NH2:32])=[O:30])=[CH:23][C:22]=3[F:29])[CH2:17][CH2:16]2)[CH2:9][CH2:8]1)=[O:6])([CH3:3])[CH3:2], predict the reactants needed to synthesize it. (6) Given the product [CH2:1]([O:8][C:9]1[C:14]([CH2:15][OH:16])=[C:13]([CH3:17])[CH:12]=[C:11]([CH3:18])[N:10]=1)[C:2]1[CH:3]=[CH:4][CH:5]=[CH:6][CH:7]=1, predict the reactants needed to synthesize it. The reactants are: [CH2:1]([O:8][C:9]1[C:14]([CH:15]=[O:16])=[C:13]([CH3:17])[CH:12]=[C:11]([CH3:18])[N:10]=1)[C:2]1[CH:7]=[CH:6][CH:5]=[CH:4][CH:3]=1.[BH4-].[Na+].